From a dataset of CYP2C19 inhibition data for predicting drug metabolism from PubChem BioAssay. Regression/Classification. Given a drug SMILES string, predict its absorption, distribution, metabolism, or excretion properties. Task type varies by dataset: regression for continuous measurements (e.g., permeability, clearance, half-life) or binary classification for categorical outcomes (e.g., BBB penetration, CYP inhibition). Dataset: cyp2c19_veith. (1) The drug is COc1ncc2nc(CCc3ccccc3)c(=O)n(CCc3ccccc3)c2n1. The result is 1 (inhibitor). (2) The drug is CC(=O)OC[C@@H]1O[C@H](C/C=N\O[C@@H](C)CN2CCCc3nc(C)c(C)cc32)C=C[C@@H]1OC(C)=O. The result is 0 (non-inhibitor). (3) The molecule is Cc1nc(-c2ccccc2)c(Cc2ccccc2O)c(=O)[nH]1. The result is 0 (non-inhibitor). (4) The molecule is FC(F)Sc1ccc(N=C2NN=C(c3ccc4c(c3)OCCO4)CS2)cc1. The result is 1 (inhibitor). (5) The result is 1 (inhibitor). The drug is O=C1CC(N2CCOCC2)C(=O)N1c1cccc(Cl)c1. (6) The compound is Fc1ccc(C(OCCN2CCN(C/C=C\c3ccccc3)CC2)c2ccc(F)cc2)cc1. The result is 1 (inhibitor).